This data is from Reaction yield outcomes from USPTO patents with 853,638 reactions. The task is: Predict the reaction yield, written as a fraction of the theoretical maximum amount of product (1.0 means a 100% yield; for example, 0.34 means a 34% yield). (1) The reactants are [C:1]([O:5][C:6]([N:8]1[CH2:13][CH2:12][CH2:11][CH:10]([OH:14])[CH2:9]1)=[O:7])([CH3:4])([CH3:3])[CH3:2].C(=O)(O)[O-].[Na+].C(OC(OC(C)(C)C)=O)(OC(C)(C)C)=O. The catalyst is ClCCl.O. The product is [C:1]([O:5][C:6]([N:8]1[CH2:13][CH2:12][CH2:11][C@H:10]([OH:14])[CH2:9]1)=[O:7])([CH3:4])([CH3:2])[CH3:3]. The yield is 1.00. (2) The reactants are O.[OH-].[Li+].[C:4]([N:7]1[C:16]2[C:11](=[CH:12][C:13]([C:17]3[CH:18]=[CH:19][C:20]([C:23]([O:25]C)=[O:24])=[N:21][CH:22]=3)=[CH:14][CH:15]=2)[C@H:10]([NH:27][C:28]2[CH:33]=[N:32][C:31]([C:34]#[N:35])=[CH:30][N:29]=2)[CH2:9][C@@H:8]1[CH3:36])(=[O:6])[CH3:5].C(O)(=O)C. The catalyst is O.O1CCOCC1. The product is [C:4]([N:7]1[C:16]2[C:11](=[CH:12][C:13]([C:17]3[CH:18]=[CH:19][C:20]([C:23]([OH:25])=[O:24])=[N:21][CH:22]=3)=[CH:14][CH:15]=2)[C@H:10]([NH:27][C:28]2[CH:33]=[N:32][C:31]([C:34]#[N:35])=[CH:30][N:29]=2)[CH2:9][C@@H:8]1[CH3:36])(=[O:6])[CH3:5]. The yield is 0.430. (3) The reactants are [NH2:1][C:2]1[CH:3]=[C:4]([C:12]([O:14][CH3:15])=[O:13])[CH:5]=[C:6]([CH:11]=1)[C:7]([O:9][CH3:10])=[O:8].[H-].[Na+].[CH3:18]I. The catalyst is CN(C=O)C. The product is [CH3:18][NH:1][C:2]1[CH:11]=[C:6]([C:7]([O:9][CH3:10])=[O:8])[CH:5]=[C:4]([CH:3]=1)[C:12]([O:14][CH3:15])=[O:13]. The yield is 0.540. (4) The reactants are [C:1]([NH:9][C:10]1[C:11]2[N:12]=[CH:13][N:14]([C:33]=2[N:34]=[CH:35][N:36]=1)[C@@H:15]1[O:32][C@H:22]([CH2:23][O:24][Si](C(C)(C)C)(C)C)[C@@H:17]([O:18][CH2:19]SC)[CH2:16]1)(=[O:8])[C:2]1[CH:7]=[CH:6][CH:5]=[CH:4][CH:3]=1.C1CCCCC=1.C(NC1C2N=CN(C=2N=CN=1)[C@@H]1O[C@H](CO[Si](C(C)(C)C)(C)C)[C@@H](O)C1)(=O)C1C=CC=CC=1.[N-:76]=[N+:77]=[N-:78].[Na+].[NH4+].[F-]. The catalyst is C(Cl)Cl. The product is [C:1]([NH:9][C:10]1[C:11]2[N:12]=[CH:13][N:14]([C:33]=2[N:34]=[CH:35][N:36]=1)[C@@H:15]1[O:32][C@H:22]([CH2:23][OH:24])[C@@H:17]([O:18][CH2:19][N:76]=[N+:77]=[N-:78])[CH2:16]1)(=[O:8])[C:2]1[CH:7]=[CH:6][CH:5]=[CH:4][CH:3]=1. The yield is 0.480. (5) The reactants are [NH2:1][C:2]1[CH:10]=[CH:9][C:8]([OH:11])=[CH:7][C:3]=1[C:4]([OH:6])=O.O=S(Cl)Cl.[Cl:16][C:17]1[CH:23]=[CH:22][CH:21]=[CH:20][C:18]=1[NH2:19].C(Cl)(Cl)Cl. The catalyst is C1C=CC=CC=1. The product is [NH2:1][C:2]1[CH:10]=[CH:9][C:8]([OH:11])=[CH:7][C:3]=1[C:4]([NH:19][C:18]1[CH:20]=[CH:21][CH:22]=[CH:23][C:17]=1[Cl:16])=[O:6]. The yield is 0.120. (6) The reactants are [CH:1]([NH:3][C:4]1[CH:9]=[CH:8][CH:7]=[C:6]([N+:10]([O-:12])=[O:11])[CH:5]=1)=[O:2].[H-].[Na+].Cl[CH2:16][C:17](=[O:19])[CH3:18]. The catalyst is CN(C)C=O.C(OCC)(=O)C.O. The product is [N+:10]([C:6]1[CH:5]=[C:4]([N:3]([CH2:16][C:17](=[O:19])[CH3:18])[CH:1]=[O:2])[CH:9]=[CH:8][CH:7]=1)([O-:12])=[O:11]. The yield is 0.210. (7) The reactants are [NH2:1][C:2]1[C:6]([CH3:7])=[CH:5][S:4][C:3]=1[C:8]([O:10]C)=[O:9].[OH-].[Na+].Cl. No catalyst specified. The product is [NH2:1][C:2]1[C:6]([CH3:7])=[CH:5][S:4][C:3]=1[C:8]([OH:10])=[O:9]. The yield is 0.650. (8) The reactants are [C:1]([C:3]1[CH:4]=[C:5]([C:24]2[CH:29]=[CH:28][C:27]([C:30]([O:32]CC)=[O:31])=[C:26]([F:35])[CH:25]=2)[CH:6]=[CH:7][C:8]=1[O:9][CH2:10][CH:11]1[CH2:16][CH2:15][N:14]([CH2:17][C:18]([CH2:22][CH3:23])([F:21])[CH2:19][CH3:20])[CH2:13][CH2:12]1)#[N:2].O[Li].O. The yield is 0.900. The catalyst is C1COCC1.O. The product is [C:1]([C:3]1[CH:4]=[C:5]([C:24]2[CH:29]=[CH:28][C:27]([C:30]([OH:32])=[O:31])=[C:26]([F:35])[CH:25]=2)[CH:6]=[CH:7][C:8]=1[O:9][CH2:10][CH:11]1[CH2:12][CH2:13][N:14]([CH2:17][C:18]([CH2:22][CH3:23])([F:21])[CH2:19][CH3:20])[CH2:15][CH2:16]1)#[N:2]. (9) The reactants are [F:1][C:2]1[CH:10]=[C:9]2[C:5]([C:6]([C:11]3[CH:12]=[C:13]4[C:17](=[CH:18][CH:19]=3)[N:16]([CH2:20][CH2:21][C:22]([OH:24])=O)[N:15]=[CH:14]4)=[CH:7][NH:8]2)=[CH:4][CH:3]=1.Cl.[CH3:26][S:27]([CH2:30][CH2:31][NH2:32])(=[O:29])=[O:28].CN(C(ON1N=NC2C=CC=NC1=2)=[N+](C)C)C.F[P-](F)(F)(F)(F)F.CCN(C(C)C)C(C)C. The catalyst is CN(C=O)C.O. The product is [F:1][C:2]1[CH:10]=[C:9]2[C:5]([C:6]([C:11]3[CH:12]=[C:13]4[C:17](=[CH:18][CH:19]=3)[N:16]([CH2:20][CH2:21][C:22]([NH:32][CH2:31][CH2:30][S:27]([CH3:26])(=[O:29])=[O:28])=[O:24])[N:15]=[CH:14]4)=[CH:7][NH:8]2)=[CH:4][CH:3]=1. The yield is 0.160. (10) The reactants are [C:1]([O:5][C:6]([NH:8][CH:9]([CH2:13][CH2:14][CH2:15][CH3:16])[C:10]([OH:12])=O)=[O:7])([CH3:4])([CH3:3])[CH3:2].C1C=CC2N(O)N=NC=2C=1.CCN=C=NCCCN(C)C.Cl.Cl.[CH3:40][C:41]1[N:45]2[C:46](=[O:55])[N:47]([CH:49]3[CH2:54][CH2:53][NH:52][CH2:51][CH2:50]3)[CH2:48][C:44]2=[CH:43][N:42]=1.C1CCN2C(=NCCC2)CC1. The catalyst is C(#N)C.C(N(CC)CC)C. The product is [CH3:40][C:41]1[N:45]2[C:46](=[O:55])[N:47]([CH:49]3[CH2:54][CH2:53][N:52]([C:10]([CH:9]([NH:8][C:6](=[O:7])[O:5][C:1]([CH3:2])([CH3:3])[CH3:4])[CH2:13][CH2:14][CH2:15][CH3:16])=[O:12])[CH2:51][CH2:50]3)[CH2:48][C:44]2=[CH:43][N:42]=1. The yield is 0.750.